From a dataset of Blood-brain barrier penetration binary classification data from Martins et al.. Regression/Classification. Given a drug SMILES string, predict its absorption, distribution, metabolism, or excretion properties. Task type varies by dataset: regression for continuous measurements (e.g., permeability, clearance, half-life) or binary classification for categorical outcomes (e.g., BBB penetration, CYP inhibition). Dataset: bbb_martins. (1) The drug is Cc1nccn1CC1CCc2c(c3ccccc3n2C)C1=O. The result is 1 (penetrates BBB). (2) The drug is CN(C)[C@@H]1C(=O)/C(=C(\N)O)C(=O)[C@@]2(O)C(=O)C3=C(O)c4c(ccc(N)c4O)C[C@H]3C[C@@H]12. The result is 0 (does not penetrate BBB). (3) The molecule is O=[N+]([O-])C1=CC=NC1NCCSCc1ncccc1Br. The result is 1 (penetrates BBB). (4) The compound is CCc1c(C)[n+]([NH-])c(-c2ccc(OC)c(OC)c2)c2cc(OC)c(OC)cc12. The result is 1 (penetrates BBB). (5) The drug is CC(=O)NC(CCC(N)=O)C(=O)O. The result is 1 (penetrates BBB). (6) The drug is Cc1cc(C)c(=O)[nH]n1. The result is 1 (penetrates BBB). (7) The drug is CC12CC(Cl)[C@@]3(Cl)C(CCC4=CC(=O)C=CC43C)C1CC[C@]2(O)C(=O)CO. The result is 1 (penetrates BBB). (8) The molecule is O=C1CC2(CCCC2)CC(=O)N1CCCCN1CCN(c2nsc3ccccc23)CC1. The result is 1 (penetrates BBB).